From a dataset of Forward reaction prediction with 1.9M reactions from USPTO patents (1976-2016). Predict the product of the given reaction. (1) Given the reactants Cl[C:2]1[N:7]=[C:6]([Cl:8])[C:5]([C:9]([F:12])([F:11])[F:10])=[CH:4][N:3]=1.CCOCC.[NH2:18][C:19]1[CH:20]=[CH:21][C:22]([CH:25]2[CH2:30][CH2:29][N:28]([C:31]([O:33][C:34]([CH3:37])([CH3:36])[CH3:35])=[O:32])[CH2:27][CH2:26]2)=[N:23][CH:24]=1.CCN(CC)CC, predict the reaction product. The product is: [Cl:8][C:6]1[C:5]([C:9]([F:12])([F:11])[F:10])=[CH:4][N:3]=[C:2]([NH:18][C:19]2[CH:20]=[CH:21][C:22]([CH:25]3[CH2:30][CH2:29][N:28]([C:31]([O:33][C:34]([CH3:37])([CH3:36])[CH3:35])=[O:32])[CH2:27][CH2:26]3)=[N:23][CH:24]=2)[N:7]=1. (2) The product is: [Cl:17][C:4]1[C:5]2[C:6](=[N:7][N:8]3[CH:13]=[CH:12][CH:11]=[CH:10][C:9]=23)[N:1]=[CH:2][N:3]=1. Given the reactants [NH:1]1[C:6]2=[N:7][N:8]3[CH:13]=[CH:12][CH:11]=[CH:10][C:9]3=[C:5]2[C:4](=O)[N:3]=[CH:2]1.P(Cl)(Cl)([Cl:17])=O, predict the reaction product.